From a dataset of Peptide-MHC class I binding affinity with 185,985 pairs from IEDB/IMGT. Regression. Given a peptide amino acid sequence and an MHC pseudo amino acid sequence, predict their binding affinity value. This is MHC class I binding data. (1) The peptide sequence is RQQNPIPVGNI. The MHC is HLA-B27:05 with pseudo-sequence HLA-B27:05. The binding affinity (normalized) is 0.468. (2) The peptide sequence is RLRAEAQVK. The MHC is HLA-A26:01 with pseudo-sequence HLA-A26:01. The binding affinity (normalized) is 0. (3) The peptide sequence is AQFSPQYL. The MHC is HLA-A68:02 with pseudo-sequence HLA-A68:02. The binding affinity (normalized) is 0. (4) The peptide sequence is NSSKVSQNY. The MHC is HLA-B45:01 with pseudo-sequence HLA-B45:01. The binding affinity (normalized) is 0. (5) The peptide sequence is SQYDPKELL. The MHC is HLA-A29:02 with pseudo-sequence HLA-A29:02. The binding affinity (normalized) is 0.0847. (6) The MHC is HLA-B40:01 with pseudo-sequence HLA-B40:01. The peptide sequence is SEMGANFKA. The binding affinity (normalized) is 0.426. (7) The peptide sequence is AEMGGHAER. The MHC is HLA-A30:01 with pseudo-sequence HLA-A30:01. The binding affinity (normalized) is 0.0847. (8) The peptide sequence is VSSWEEVPYL. The MHC is HLA-A01:01 with pseudo-sequence HLA-A01:01. The binding affinity (normalized) is 0.129. (9) The peptide sequence is RWRWFRAAM. The MHC is HLA-B45:06 with pseudo-sequence HLA-B45:06. The binding affinity (normalized) is 0.213. (10) The peptide sequence is SLFTEQAFY. The MHC is HLA-B27:05 with pseudo-sequence HLA-B27:05. The binding affinity (normalized) is 0.0847.